From a dataset of Peptide-MHC class II binding affinity with 134,281 pairs from IEDB. Regression. Given a peptide amino acid sequence and an MHC pseudo amino acid sequence, predict their binding affinity value. This is MHC class II binding data. (1) The peptide sequence is TTEEQKLIEDINVGF. The MHC is DRB1_1101 with pseudo-sequence DRB1_1101. The binding affinity (normalized) is 0. (2) The peptide sequence is FDAFVAYHIGARIVS. The MHC is HLA-DQA10401-DQB10402 with pseudo-sequence HLA-DQA10401-DQB10402. The binding affinity (normalized) is 0.340. (3) The peptide sequence is FSSWETVCDSLDDYN. The MHC is DRB1_0101 with pseudo-sequence DRB1_0101. The binding affinity (normalized) is 0. (4) The peptide sequence is AFQGLFGGLNWITKV. The MHC is DRB1_0802 with pseudo-sequence DRB1_0802. The binding affinity (normalized) is 0.277.